Dataset: Reaction yield outcomes from USPTO patents with 853,638 reactions. Task: Predict the reaction yield, written as a fraction of the theoretical maximum amount of product (1.0 means a 100% yield; for example, 0.34 means a 34% yield). (1) The reactants are [Cl:1][C:2]1[N:7]=[C:6]([NH:8][NH:9][C:10](=[O:29])[C@H:11]([CH2:23][CH:24]2[CH2:28][CH2:27][CH2:26][CH2:25]2)[CH2:12][N:13]([O:16]C2CCCCO2)[CH:14]=[O:15])[C:5]([F:30])=[C:4]([NH:31][CH2:32][C:33]2[N:34]=[CH:35][S:36][CH:37]=2)[N:3]=1. The catalyst is C(O)(=O)C.O. The product is [Cl:1][C:2]1[N:7]=[C:6]([NH:8][NH:9][C:10](=[O:29])[C@H:11]([CH2:23][CH:24]2[CH2:25][CH2:26][CH2:27][CH2:28]2)[CH2:12][N:13]([OH:16])[CH:14]=[O:15])[C:5]([F:30])=[C:4]([NH:31][CH2:32][C:33]2[N:34]=[CH:35][S:36][CH:37]=2)[N:3]=1. The yield is 0.520. (2) The reactants are [NH2:1][C@@H:2]1[C:8](=[O:9])[NH:7][C:6]2[CH:10]=[CH:11][CH:12]=[CH:13][C:5]=2[O:4][CH2:3]1.[CH3:14][CH:15]([C:19]([NH:21][CH2:22][C:23]([F:29])([F:28])[C:24]([F:27])([F:26])[F:25])=[O:20])[C:16](O)=[O:17].O.ON1C2C=CC=CC=2N=N1.Cl.CN(C)CCCN=C=NCC.C(N(C(C)C)CC)(C)C. The catalyst is O1CCCC1. The product is [CH3:14][CH:15]([C:19]([NH:21][CH2:22][C:23]([F:28])([F:29])[C:24]([F:25])([F:27])[F:26])=[O:20])[C:16]([NH:1][C@@H:2]1[C:8](=[O:9])[NH:7][C:6]2[CH:10]=[CH:11][CH:12]=[CH:13][C:5]=2[O:4][CH2:3]1)=[O:17]. The yield is 0.230. (3) The reactants are [C:1](C1NC=CN=1)(C1NC=CN=1)=[O:2].[NH2:13][C:14]1[CH:23]=[CH:22][C:17]([C:18]([O:20][CH3:21])=[O:19])=[CH:16][C:15]=1[NH:24][CH3:25].C(OCC)(=O)C. The catalyst is O1CCCC1. The product is [CH3:25][N:24]1[C:15]2[CH:16]=[C:17]([C:18]([O:20][CH3:21])=[O:19])[CH:22]=[CH:23][C:14]=2[NH:13][C:1]1=[O:2]. The yield is 0.640.